This data is from Catalyst prediction with 721,799 reactions and 888 catalyst types from USPTO. The task is: Predict which catalyst facilitates the given reaction. (1) The catalyst class is: 106. Product: [CH:19]([OH:21])=[O:20].[F:1][C:2]1[C:7]([N:8]2[CH:12]=[C:11]([C:13]3[CH2:14][CH2:15][NH:16][CH2:17][CH:18]=3)[N:10]=[N:9]2)=[CH:6][CH:5]=[CH:4][N:3]=1. Reactant: [F:1][C:2]1[C:7]([N:8]2[CH:12]=[C:11]([C:13]3[CH2:14][CH2:15][N:16]([C:19]([O:21]C(C)(C)C)=[O:20])[CH2:17][CH:18]=3)[N:10]=[N:9]2)=[CH:6][CH:5]=[CH:4][N:3]=1. (2) Reactant: [Cl:1][C:2]1[CH:3]=[N:4][CH:5]=[C:6]([Cl:9])[C:7]=1Cl.[NH:10]1[CH2:18][CH2:17][CH:13]([C:14]([NH2:16])=O)[CH2:12][CH2:11]1.C(N(CC)CC)C. Product: [Cl:9][C:6]1[CH:5]=[N:4][CH:3]=[C:2]([Cl:1])[C:7]=1[N:10]1[CH2:18][CH2:17][CH:13]([C:14]#[N:16])[CH2:12][CH2:11]1. The catalyst class is: 37. (3) Reactant: [CH3:1][CH:2]([CH3:14])[C:3](=[O:13])[CH2:4][C:5]1[CH:10]=[CH:9][N:8]=[C:7]([S:11][CH3:12])[N:6]=1.CO[CH:17](OC)[N:18]([CH3:20])[CH3:19]. Product: [CH3:17][N:18]([CH3:20])[CH:19]=[C:4]([C:5]1[CH:10]=[CH:9][N:8]=[C:7]([S:11][CH3:12])[N:6]=1)[C:3](=[O:13])[CH:2]([CH3:14])[CH3:1]. The catalyst class is: 11. (4) Reactant: Br[CH:2]1[CH2:7][CH2:6][CH2:5][N:4]([C:8]2[CH:9]=[N:10][N:11]([C:13]3[CH:14]=[N:15][CH:16]=[CH:17][CH:18]=3)[CH:12]=2)[C:3]1=[O:19].[CH3:20][SH:21].[Na].O. Product: [CH3:20][S:21][CH:2]1[CH2:7][CH2:6][CH2:5][N:4]([C:8]2[CH:9]=[N:10][N:11]([C:13]3[CH:14]=[N:15][CH:16]=[CH:17][CH:18]=3)[CH:12]=2)[C:3]1=[O:19]. The catalyst class is: 16. (5) Reactant: [C:1]([O:5][C:6]([N:8]1[CH2:11][CH:10]([NH:12][C:13](=[O:18])[CH2:14][CH2:15][CH2:16]Cl)[CH2:9]1)=[O:7])([CH3:4])([CH3:3])[CH3:2].[H-].[Na+]. Product: [C:1]([O:5][C:6]([N:8]1[CH2:11][CH:10]([N:12]2[CH2:16][CH2:15][CH2:14][C:13]2=[O:18])[CH2:9]1)=[O:7])([CH3:4])([CH3:3])[CH3:2]. The catalyst class is: 3.